From a dataset of Forward reaction prediction with 1.9M reactions from USPTO patents (1976-2016). Predict the product of the given reaction. (1) Given the reactants Br[C:2]1[CH:7]=[CH:6][CH:5]=[CH:4][C:3]=1[CH2:8][C:9]([O:11][CH3:12])=[O:10].[B:13]1([B:13]2[O:17][C:16]([CH3:19])([CH3:18])[C:15]([CH3:21])([CH3:20])[O:14]2)[O:17][C:16]([CH3:19])([CH3:18])[C:15]([CH3:21])([CH3:20])[O:14]1.C(Cl)Cl.C([O-])(=O)C.[K+], predict the reaction product. The product is: [CH3:20][C:15]1([CH3:21])[C:16]([CH3:19])([CH3:18])[O:17][B:13]([C:2]2[CH:7]=[CH:6][CH:5]=[CH:4][C:3]=2[CH2:8][C:9]([O:11][CH3:12])=[O:10])[O:14]1. (2) Given the reactants [C:1]([N:5]1[CH2:10][CH2:9][N:8]([C:11]2[C:20]3[C:15](=[C:16]([F:31])[C:17]([C:22]4[C:27]([O:28]C)=[CH:26][CH:25]=[CH:24][C:23]=4[F:30])=[C:18]([Cl:21])[CH:19]=3)[N:14]=[CH:13][C:12]=2[C:32]([NH2:34])=[O:33])[CH2:7][CH2:6]1)(=[O:4])[CH:2]=[CH2:3].B(Br)(Br)Br, predict the reaction product. The product is: [C:1]([N:5]1[CH2:10][CH2:9][N:8]([C:11]2[C:20]3[C:15](=[C:16]([F:31])[C:17]([C:22]4[C:27]([OH:28])=[CH:26][CH:25]=[CH:24][C:23]=4[F:30])=[C:18]([Cl:21])[CH:19]=3)[N:14]=[CH:13][C:12]=2[C:32]([NH2:34])=[O:33])[CH2:7][CH2:6]1)(=[O:4])[CH:2]=[CH2:3]. (3) Given the reactants [C:1]([CH2:3][C:4]([NH:6][C:7]([CH3:23])([CH2:13][C:14](=O)[C:15]1[CH:20]=[CH:19][C:18]([CH3:21])=[CH:17][CH:16]=1)[C:8]([O:10][CH2:11][CH3:12])=[O:9])=[O:5])#[N:2].O.[OH-].[Li+].CC(O)=O, predict the reaction product. The product is: [C:1]([C:3]1[C:4](=[O:5])[NH:6][C:7]([CH3:23])([C:8]([O:10][CH2:11][CH3:12])=[O:9])[CH2:13][C:14]=1[C:15]1[CH:20]=[CH:19][C:18]([CH3:21])=[CH:17][CH:16]=1)#[N:2].